The task is: Predict the reaction yield, written as a fraction of the theoretical maximum amount of product (1.0 means a 100% yield; for example, 0.34 means a 34% yield).. This data is from Reaction yield outcomes from USPTO patents with 853,638 reactions. (1) The reactants are [Cl:1][C:2]1[CH:7]=[CH:6][C:5]([NH:8][C:9]2[N:14]=[N:13][C:12]([C:15]([OH:17])=O)=[CH:11][CH:10]=2)=[CH:4][CH:3]=1.CCN(C(C)C)C(C)C.CN(C(ON1N=N[C:37]2[CH:38]=[CH:39][CH:40]=[N:41][C:36]1=2)=[N+](C)C)C.F[P-](F)(F)(F)(F)F.N1CCCCC1. The catalyst is CC(N(C)C)=O.C(OCC)(=O)C. The product is [Cl:1][C:2]1[CH:3]=[CH:4][C:5]([NH:8][C:9]2[N:14]=[N:13][C:12]([C:15]([N:41]3[CH2:36][CH2:37][CH2:38][CH2:39][CH2:40]3)=[O:17])=[CH:11][CH:10]=2)=[CH:6][CH:7]=1. The yield is 0.330. (2) The reactants are [CH3:1][C:2]1[O:6][C:5]([C:7]2[CH:12]=[CH:11][CH:10]=[CH:9][CH:8]=2)=[N:4][C:3]=1[CH2:13][CH2:14][O:15][C:16]1[CH:21]=[CH:20][C:19]([OH:22])=[CH:18][C:17]=1[CH2:23][CH2:24][CH3:25].[H-].[Na+].Br[CH2:29][C:30]([O:32][CH2:33][CH3:34])=[O:31]. The catalyst is CN(C=O)C. The product is [CH2:33]([O:32][C:30](=[O:31])[CH2:29][O:22][C:19]1[CH:20]=[CH:21][C:16]([O:15][CH2:14][CH2:13][C:3]2[N:4]=[C:5]([C:7]3[CH:8]=[CH:9][CH:10]=[CH:11][CH:12]=3)[O:6][C:2]=2[CH3:1])=[C:17]([CH2:23][CH2:24][CH3:25])[CH:18]=1)[CH3:34]. The yield is 0.730. (3) The reactants are [CH2:1]([C:4]1[C:5]2[CH2:6][CH2:7][CH2:8][CH2:9][C:10]=2[C:11]([CH2:20][CH2:21][CH3:22])=[C:12]2[C:17]=1[CH:16]=[C:15]([I:18])[C:14]([I:19])=[CH:13]2)[CH2:2][CH3:3].ClC1C(=O)C(C#N)=C(C#N)C(=O)C=1Cl. The catalyst is O1CCOCC1. The product is [CH2:20]([C:11]1[C:10]2[C:5]([C:4]([CH2:1][CH2:2][CH3:3])=[C:17]3[C:12]=1[CH:13]=[C:14]([I:19])[C:15]([I:18])=[CH:16]3)=[CH:6][CH:7]=[CH:8][CH:9]=2)[CH2:21][CH3:22]. The yield is 0.420. (4) The reactants are Br[C:2]1[CH:3]=[C:4]2[C:9](=[CH:10][CH:11]=1)[N:8]=[C:7]([Cl:12])[N:6]=[CH:5]2.[CH3:13][O:14][C:15]1[CH:16]=[C:17](B(O)O)[CH:18]=[C:19]([O:21][CH3:22])[CH:20]=1.C([O-])([O-])=O.[Cs+].[Cs+]. The catalyst is C1COCC1.O1CCOCC1.O.Cl[Pd](Cl)([P](C1C=CC=CC=1)(C1C=CC=CC=1)C1C=CC=CC=1)[P](C1C=CC=CC=1)(C1C=CC=CC=1)C1C=CC=CC=1. The product is [Cl:12][C:7]1[N:6]=[CH:5][C:4]2[C:9](=[CH:10][CH:11]=[C:2]([C:17]3[CH:16]=[C:15]([O:14][CH3:13])[CH:20]=[C:19]([O:21][CH3:22])[CH:18]=3)[CH:3]=2)[N:8]=1. The yield is 0.380. (5) The reactants are [CH3:1][O:2][C:3]1[C:12]2[CH2:13][NH:14][C:15](=[O:16])[C:11]=2[C:10]([O:17][CH2:18][C:19]2[CH:24]=[CH:23][C:22]([O:25][CH3:26])=[CH:21][CH:20]=2)=[C:9]2[C:4]=1[CH:5]=[CH:6][CH:7]=[N:8]2.[H-].[Na+].[F:29][C:30]([F:40])([F:39])[C:31]1[CH:38]=[CH:37][C:34]([CH2:35]Br)=[CH:33][CH:32]=1. The catalyst is CN(C)C=O. The product is [CH3:1][O:2][C:3]1[C:12]2[CH2:13][N:14]([CH2:35][C:34]3[CH:33]=[CH:32][C:31]([C:30]([F:29])([F:39])[F:40])=[CH:38][CH:37]=3)[C:15](=[O:16])[C:11]=2[C:10]([O:17][CH2:18][C:19]2[CH:24]=[CH:23][C:22]([O:25][CH3:26])=[CH:21][CH:20]=2)=[C:9]2[C:4]=1[CH:5]=[CH:6][CH:7]=[N:8]2. The yield is 0.350. (6) The reactants are [CH3:1][C:2]([C:9]1[NH:10][C:11]2[C:16]([CH:17]=1)=[CH:15][C:14]([N+:18]([O-:20])=[O:19])=[CH:13][CH:12]=2)([CH3:8])[C:3]([O:5]CC)=[O:4].O[Li].O.Cl. The catalyst is C1COCC1.O. The product is [CH3:8][C:2]([C:9]1[NH:10][C:11]2[C:16]([CH:17]=1)=[CH:15][C:14]([N+:18]([O-:20])=[O:19])=[CH:13][CH:12]=2)([CH3:1])[C:3]([OH:5])=[O:4]. The yield is 0.990. (7) The reactants are Cl[C:2]1[CH:7]=[CH:6][N:5]=[C:4]2[N:8](C(OCC)C)[N:9]=[C:10]([CH2:11][CH3:12])[C:3]=12.[N:18]1[C:27]2[C:22](=[CH:23][CH:24]=[CH:25][CH:26]=2)[CH:21]=[C:20](B(O)O)[CH:19]=1.C(=O)([O-])[O-].[Na+].[Na+].C(OCC)(=O)C. The catalyst is COCCOC.C1C=CC([P]([Pd]([P](C2C=CC=CC=2)(C2C=CC=CC=2)C2C=CC=CC=2)([P](C2C=CC=CC=2)(C2C=CC=CC=2)C2C=CC=CC=2)[P](C2C=CC=CC=2)(C2C=CC=CC=2)C2C=CC=CC=2)(C2C=CC=CC=2)C2C=CC=CC=2)=CC=1.O. The product is [CH2:11]([C:10]1[C:3]2[C:4](=[N:5][CH:6]=[CH:7][C:2]=2[C:20]2[CH:19]=[N:18][C:27]3[C:22]([CH:21]=2)=[CH:23][CH:24]=[CH:25][CH:26]=3)[NH:8][N:9]=1)[CH3:12]. The yield is 0.290. (8) The reactants are [CH2:1]([CH:4]([C:18]1[S:19][CH:20]=[CH:21][CH:22]=1)[CH2:5][NH:6][C@H:7]1[CH2:16][CH2:15][C:14]2[C:13]([OH:17])=[CH:12][CH:11]=[CH:10][C:9]=2[CH2:8]1)[CH2:2][CH3:3].[ClH:23]. The catalyst is C(OCC)(=O)C.C(O)(C)C. The product is [ClH:23].[CH2:1]([CH:4]([C:18]1[S:19][CH:20]=[CH:21][CH:22]=1)[CH2:5][NH:6][C@H:7]1[CH2:16][CH2:15][C:14]2[C:13]([OH:17])=[CH:12][CH:11]=[CH:10][C:9]=2[CH2:8]1)[CH2:2][CH3:3]. The yield is 0.900.